From a dataset of Catalyst prediction with 721,799 reactions and 888 catalyst types from USPTO. Predict which catalyst facilitates the given reaction. (1) Reactant: C([O:5][C:6](=[O:43])/[CH:7]=[CH:8]/[C:9]1[C:14](=[O:15])[N:13]2[CH:16]=[CH:17][C:18]([C:20]([NH:22][C:23]3[S:24][CH:25]=[C:26]([C:28]([CH3:31])([CH3:30])[CH3:29])[N:27]=3)=[O:21])=[CH:19][C:12]2=[N:11][C:10]=1[N:32]1[CH2:37][CH2:36][CH2:35][C@@H:34]([O:38][S:39]([NH2:42])(=[O:41])=[O:40])[CH2:33]1)(C)(C)C. Product: [NH2:42][S:39]([O:38][C@@H:34]1[CH2:35][CH2:36][CH2:37][N:32]([C:10]2[N:11]=[C:12]3[CH:19]=[C:18]([C:20]([NH:22][C:23]4[S:24][CH:25]=[C:26]([C:28]([CH3:31])([CH3:30])[CH3:29])[N:27]=4)=[O:21])[CH:17]=[CH:16][N:13]3[C:14](=[O:15])[C:9]=2/[CH:8]=[CH:7]/[C:6]([OH:43])=[O:5])[CH2:33]1)(=[O:40])=[O:41]. The catalyst class is: 33. (2) Reactant: [H-].[Na+].CI.CN(C=O)C.[C:10]([O:14][C:15](=[O:32])[NH:16][C:17]1[CH:22]=[CH:21][C:20]([B:23]2[O:27][C:26]([CH3:29])([CH3:28])[C:25]([CH3:31])([CH3:30])[O:24]2)=[CH:19][CH:18]=1)(C)(C)C. Product: [CH3:10][O:14][C:15](=[O:32])[NH:16][C:17]1[CH:18]=[CH:19][C:20]([B:23]2[O:24][C:25]([CH3:30])([CH3:31])[C:26]([CH3:29])([CH3:28])[O:27]2)=[CH:21][CH:22]=1. The catalyst class is: 69.